Dataset: Forward reaction prediction with 1.9M reactions from USPTO patents (1976-2016). Task: Predict the product of the given reaction. (1) Given the reactants C1(O)C=CC=CC=1.C1(S)C=CC=CC=1.C[O:16][C:17]1[CH:22]=[C:21]([N:23]2[CH:27]=[CH:26][CH:25]=[N:24]2)[CH:20]=[CH:19][C:18]=1[C:28]1[N:29]=[N:30][C:31]([O:34][CH:35]2[CH2:39][CH2:38][NH:37][CH2:36]2)=[CH:32][CH:33]=1.C([O-])([O-])=O.[K+].[K+], predict the reaction product. The product is: [N:23]1([C:21]2[CH:20]=[CH:19][C:18]([C:28]3[N:29]=[N:30][C:31]([O:34][CH:35]4[CH2:39][CH2:38][NH:37][CH2:36]4)=[CH:32][CH:33]=3)=[C:17]([OH:16])[CH:22]=2)[CH:27]=[CH:26][CH:25]=[N:24]1. (2) Given the reactants [F:1][C:2]1[CH:7]=[C:6]([O:8][CH2:9][C:10]2[CH:15]=[CH:14][C:13]([CH2:16][N:17]([CH2:33][CH2:34][C:35]3[CH:40]=[CH:39][CH:38]=[CH:37][CH:36]=3)[C:18]3[S:19][CH:20]=[C:21]([C:23]4[CH:28]=[CH:27][C:26]([C:29]([F:32])([F:31])[F:30])=[CH:25][CH:24]=4)[N:22]=3)=[CH:12][CH:11]=2)[CH:5]=[CH:4][C:3]=1[CH2:41][CH2:42][C:43]([O:45]CC)=[O:44], predict the reaction product. The product is: [F:1][C:2]1[CH:7]=[C:6]([O:8][CH2:9][C:10]2[CH:15]=[CH:14][C:13]([CH2:16][N:17]([CH2:33][CH2:34][C:35]3[CH:40]=[CH:39][CH:38]=[CH:37][CH:36]=3)[C:18]3[S:19][CH:20]=[C:21]([C:23]4[CH:28]=[CH:27][C:26]([C:29]([F:31])([F:30])[F:32])=[CH:25][CH:24]=4)[N:22]=3)=[CH:12][CH:11]=2)[CH:5]=[CH:4][C:3]=1[CH2:41][CH2:42][C:43]([OH:45])=[O:44]. (3) Given the reactants F[C:2]1[CH:3]=[C:4]2[C:8](=[CH:9][CH:10]=1)[NH:7][CH:6]=[C:5]2[CH:11]1[CH2:15][C:14](=[O:16])[NH:13][C:12]1=[O:17].[F:18]C1C=C2C(C=CN2)=CC=1.C1(=O)NC(=O)C=C1, predict the reaction product. The product is: [F:18][C:10]1[CH:9]=[C:8]2[C:4]([C:5]([CH:11]3[CH2:15][C:14](=[O:16])[NH:13][C:12]3=[O:17])=[CH:6][NH:7]2)=[CH:3][CH:2]=1.